Dataset: Full USPTO retrosynthesis dataset with 1.9M reactions from patents (1976-2016). Task: Predict the reactants needed to synthesize the given product. (1) Given the product [CH3:1][C@@:2]([S:22]([CH3:25])(=[O:23])=[O:24])([CH2:8][CH2:9][N:10]1[CH:14]=[C:13]([C:15]2[CH:20]=[CH:19][CH:18]=[CH:17][CH:16]=2)[C:12]([CH3:21])=[N:11]1)[C:3]([OH:5])=[O:4], predict the reactants needed to synthesize it. The reactants are: [CH3:1][C@@:2]([S:22]([CH3:25])(=[O:24])=[O:23])([CH2:8][CH2:9][N:10]1[CH:14]=[C:13]([C:15]2[CH:20]=[CH:19][CH:18]=[CH:17][CH:16]=2)[C:12]([CH3:21])=[N:11]1)[C:3]([O:5]CC)=[O:4].[OH-].[K+]. (2) Given the product [Cl:6][C:7]1[C:12]([O:5][CH2:4][C@@H:2]2[CH2:3][O:1]2)=[CH:11][CH:10]=[CH:9][N:8]=1, predict the reactants needed to synthesize it. The reactants are: [O:1]1[CH2:3][C@H:2]1[CH2:4][OH:5].[Cl:6][C:7]1[C:12](O)=[CH:11][CH:10]=[CH:9][N:8]=1.C1(P(C2C=CC=CC=2)C2C=CC=CC=2)C=CC=CC=1.N(C(OC(C)C)=O)=NC(OC(C)C)=O.